From a dataset of Reaction yield outcomes from USPTO patents with 853,638 reactions. Predict the reaction yield, written as a fraction of the theoretical maximum amount of product (1.0 means a 100% yield; for example, 0.34 means a 34% yield). (1) The reactants are Cl[C:2]1[CH:7]=[CH:6][N:5]=[C:4]([C:8]2[CH:9]=[N:10][N:11]3[CH:16]=[CH:15][CH:14]=[CH:13][C:12]=23)[N:3]=1.[NH2:17][C@@H:18]1[CH2:23][CH2:22][CH2:21][N:20]([C:24]([O:26][C:27]([CH3:30])([CH3:29])[CH3:28])=[O:25])[CH2:19]1. The catalyst is C(O)C. The product is [N:10]1[N:11]2[CH:16]=[CH:15][CH:14]=[CH:13][C:12]2=[C:8]([C:4]2[N:3]=[C:2]([NH:17][C@@H:18]3[CH2:23][CH2:22][CH2:21][N:20]([C:24]([O:26][C:27]([CH3:30])([CH3:29])[CH3:28])=[O:25])[CH2:19]3)[CH:7]=[CH:6][N:5]=2)[CH:9]=1. The yield is 0.680. (2) The reactants are Cl[C:2]1[C:11]2[C:6](=[C:7]([C:12]([F:15])([F:14])[F:13])[CH:8]=[CH:9][CH:10]=2)[N:5]=[CH:4][CH:3]=1.[CH:16]([C:18]1[CH:19]=[C:20](B(O)O)[CH:21]=[CH:22][CH:23]=1)=[O:17]. The catalyst is C(=O)([O-])[O-].[Na+].[Na+].C1(C)C=CC=CC=1.C(O)C.C1C=CC([P]([Pd]([P](C2C=CC=CC=2)(C2C=CC=CC=2)C2C=CC=CC=2)([P](C2C=CC=CC=2)(C2C=CC=CC=2)C2C=CC=CC=2)[P](C2C=CC=CC=2)(C2C=CC=CC=2)C2C=CC=CC=2)(C2C=CC=CC=2)C2C=CC=CC=2)=CC=1. The product is [F:13][C:12]([F:15])([F:14])[C:7]1[CH:8]=[CH:9][CH:10]=[C:11]2[C:6]=1[N:5]=[CH:4][CH:3]=[C:2]2[C:22]1[CH:23]=[C:18]([CH:19]=[CH:20][CH:21]=1)[CH:16]=[O:17]. The yield is 0.860. (3) The product is [CH3:1][C:2]1[C:3]([C:7]2[CH:16]=[CH:15][C:10]([C:11]([OH:13])=[O:12])=[CH:9][C:8]=2[C:17]([F:20])([F:18])[F:19])=[CH:4][S:5][CH:6]=1. The reactants are [CH3:1][C:2]1[C:3]([C:7]2[CH:16]=[CH:15][C:10]([C:11]([O:13]C)=[O:12])=[CH:9][C:8]=2[C:17]([F:20])([F:19])[F:18])=[CH:4][S:5][CH:6]=1.[OH-].[Na+]. The catalyst is CCO.O. The yield is 0.900.